This data is from Full USPTO retrosynthesis dataset with 1.9M reactions from patents (1976-2016). The task is: Predict the reactants needed to synthesize the given product. (1) Given the product [F:25][C:26]([F:39])([F:38])[S:27]([NH:24][C:20]1[CH:21]=[CH:22][CH:23]=[C:18]([CH2:17][CH2:16][O:15][CH2:14][C:12]2[CH:11]=[CH:10][CH:9]=[C:8]([C:5]3[CH:6]=[CH:7][C:2]([F:1])=[CH:3][CH:4]=3)[N:13]=2)[CH:19]=1)(=[O:29])=[O:28], predict the reactants needed to synthesize it. The reactants are: [F:1][C:2]1[CH:7]=[CH:6][C:5]([C:8]2[N:13]=[C:12]([CH2:14][O:15][CH2:16][CH2:17][C:18]3[CH:19]=[C:20]([NH2:24])[CH:21]=[CH:22][CH:23]=3)[CH:11]=[CH:10][CH:9]=2)=[CH:4][CH:3]=1.[F:25][C:26]([F:39])([F:38])[S:27](O[S:27]([C:26]([F:39])([F:38])[F:25])(=[O:29])=[O:28])(=[O:29])=[O:28]. (2) Given the product [ClH:19].[F:1][C:2]1[CH:9]=[C:8]([C:10]([F:13])([F:12])[F:11])[CH:7]=[CH:6][C:3]=1[CH:4]=[N:18][NH:17][C:14]([NH2:16])=[NH:15], predict the reactants needed to synthesize it. The reactants are: [F:1][C:2]1[CH:9]=[C:8]([C:10]([F:13])([F:12])[F:11])[CH:7]=[CH:6][C:3]=1[CH:4]=O.[C:14]([NH:17][NH2:18])([NH2:16])=[NH:15].[ClH:19].